Dataset: Full USPTO retrosynthesis dataset with 1.9M reactions from patents (1976-2016). Task: Predict the reactants needed to synthesize the given product. (1) Given the product [C:12]([C:11]1[CH:10]([C:14]2[CH:19]=[CH:18][C:17]3[O:20][CH2:21][O:22][C:16]=3[CH:15]=2)[C:9]2[C:4](=[CH:5][C:6]([N:23]([CH3:25])[CH3:24])=[CH:7][CH:8]=2)[O:3][C:2]=1[NH:1][C:32](=[O:35])[CH2:33][CH3:34])#[N:13], predict the reactants needed to synthesize it. The reactants are: [NH2:1][C:2]1[O:3][C:4]2[C:9]([CH:10]([C:14]3[CH:19]=[CH:18][C:17]4[O:20][CH2:21][O:22][C:16]=4[CH:15]=3)[C:11]=1[C:12]#[N:13])=[CH:8][CH:7]=[C:6]([N:23]([CH3:25])[CH3:24])[CH:5]=2.N1C=CC=CC=1.[C:32](Cl)(=[O:35])[CH2:33][CH3:34]. (2) Given the product [NH2:45][C:38]1[C:39]2[C:44](=[CH:43][CH:42]=[CH:41][CH:40]=2)[C:35]([O:34][C:32]2[CH:31]=[CH:30][N:29]=[C:28]([NH:27][C:12]3[CH:13]=[C:14]([O:16][CH2:17][CH2:18][O:19][CH2:20][CH2:21][O:22][CH2:23][CH2:24][O:25][CH3:26])[CH:15]=[C:10]([O:9][CH3:8])[CH:11]=3)[N:33]=2)=[CH:36][CH:37]=1, predict the reactants needed to synthesize it. The reactants are: C(O)(C(F)(F)F)=O.[CH3:8][O:9][C:10]1[CH:11]=[C:12]([NH:27][C:28]2[N:33]=[C:32]([O:34][C:35]3[C:44]4[C:39](=[CH:40][CH:41]=[CH:42][CH:43]=4)[C:38]([NH:45]C(=O)OC(C)(C)C)=[CH:37][CH:36]=3)[CH:31]=[CH:30][N:29]=2)[CH:13]=[C:14]([O:16][CH2:17][CH2:18][O:19][CH2:20][CH2:21][O:22][CH2:23][CH2:24][O:25][CH3:26])[CH:15]=1.